Task: Predict the reaction yield, written as a fraction of the theoretical maximum amount of product (1.0 means a 100% yield; for example, 0.34 means a 34% yield).. Dataset: Reaction yield outcomes from USPTO patents with 853,638 reactions (1) The reactants are [CH3:1][N:2]1[CH2:7][CH2:6][NH:5][CH2:4][CH2:3]1.Br[C:9]1[CH:10]=[C:11]([N+:16]([O-:18])=[O:17])[C:12]([CH3:15])=[N:13][CH:14]=1.C1(P(C2C=CC=CC=2)C2C3OC4C(=CC=CC=4P(C4C=CC=CC=4)C4C=CC=CC=4)C(C)(C)C=3C=CC=2)C=CC=CC=1.C(=O)([O-])[O-].[Cs+].[Cs+]. The catalyst is O1CCOCC1.C1C=CC(/C=C/C(/C=C/C2C=CC=CC=2)=O)=CC=1.C1C=CC(/C=C/C(/C=C/C2C=CC=CC=2)=O)=CC=1.C1C=CC(/C=C/C(/C=C/C2C=CC=CC=2)=O)=CC=1.[Pd].[Pd]. The product is [CH3:1][N:2]1[CH2:7][CH2:6][N:5]([C:9]2[CH:14]=[N:13][C:12]([CH3:15])=[C:11]([N+:16]([O-:18])=[O:17])[CH:10]=2)[CH2:4][CH2:3]1. The yield is 0.710. (2) The reactants are [O:1]1[CH:5]=[CH:4][CH:3]=[C:2]1[C:6]1[N:11]=[C:10]2[NH:12][N:13]=[CH:14][C:9]2=[CH:8][C:7]=1[C:15]1[CH:20]=[CH:19][N:18]=[C:17](S(C)(=O)=O)[N:16]=1.C(N(CC)CC)C.[CH:32]1([NH2:35])[CH2:34][CH2:33]1. The catalyst is C(#N)C. The product is [CH:32]1([NH:35][C:17]2[N:16]=[C:15]([C:7]3[CH:8]=[C:9]4[CH:14]=[N:13][NH:12][C:10]4=[N:11][C:6]=3[C:2]3[O:1][CH:5]=[CH:4][CH:3]=3)[CH:20]=[CH:19][N:18]=2)[CH2:34][CH2:33]1. The yield is 0.260. (3) The reactants are ClC1N=C(C2SC(C(C)C)=NC=2C2C=C(NS(C3C(F)=CC=CC=3F)(=O)=O)C=CC=2)C=CN=1.[NH2:34][C:35]1[C:36]([F:57])=[C:37]([C:41]2[N:42]=[C:43]([C:53]([CH3:56])([CH3:55])[CH3:54])[S:44][C:45]=2[C:46]2[CH:51]=[CH:50][N:49]=[C:48]([NH2:52])[N:47]=2)[CH:38]=[CH:39][CH:40]=1.[CH3:58][C:59]1[CH:64]=[CH:63][C:62]([F:65])=[CH:61][C:60]=1[S:66](Cl)(=[O:68])=[O:67]. No catalyst specified. The product is [NH2:52][C:48]1[N:47]=[C:46]([C:45]2[S:44][C:43]([C:53]([CH3:54])([CH3:56])[CH3:55])=[N:42][C:41]=2[C:37]2[C:36]([F:57])=[C:35]([NH:34][S:66]([C:60]3[CH:61]=[C:62]([F:65])[CH:63]=[CH:64][C:59]=3[CH3:58])(=[O:67])=[O:68])[CH:40]=[CH:39][CH:38]=2)[CH:51]=[CH:50][N:49]=1. The yield is 0.460. (4) The reactants are C([O:4][C:5]([CH:7]1[CH2:12][CH2:11][CH:10]([CH:13]([NH:28][C:29]([O:31][C:32]([CH3:35])([CH3:34])[CH3:33])=[O:30])[C:14](=[O:27])[NH:15][CH2:16][C:17]2([C:20]3[CH:25]=[CH:24][C:23]([Cl:26])=[CH:22][CH:21]=3)[CH2:19][CH2:18]2)[CH2:9][CH2:8]1)=[O:6])CC.[OH-].[Na+].Cl. The catalyst is CO.C1COCC1.O. The product is [C:32]([O:31][C:29]([NH:28][CH:13]([C:14](=[O:27])[NH:15][CH2:16][C:17]1([C:20]2[CH:25]=[CH:24][C:23]([Cl:26])=[CH:22][CH:21]=2)[CH2:18][CH2:19]1)[C@H:10]1[CH2:11][CH2:12][C@H:7]([C:5]([OH:6])=[O:4])[CH2:8][CH2:9]1)=[O:30])([CH3:35])([CH3:33])[CH3:34]. The yield is 0.344. (5) The reactants are [CH3:1][C:2]1([CH3:20])[C:11](=[O:12])[NH:10][C:9]2[N:8]=[C:7]([O:13][CH2:14][CH2:15][CH2:16][CH:17]=O)[CH:6]=[CH:5][C:4]=2[C:3]1=[O:19].Cl.[Cl:22][C:23]1[C:28]([Cl:29])=[CH:27][CH:26]=[CH:25][C:24]=1[N:30]1[CH2:35][CH2:34][NH:33][CH2:32][CH2:31]1.CCN(CC)CC.[BH-](OC(C)=O)(OC(C)=O)OC(C)=O.[Na+]. The catalyst is ClCCCl. The product is [Cl:22][C:23]1[C:28]([Cl:29])=[CH:27][CH:26]=[CH:25][C:24]=1[N:30]1[CH2:35][CH2:34][N:33]([CH2:17][CH2:16][CH2:15][CH2:14][O:13][C:7]2[N:8]=[C:9]3[C:4]([C:3](=[O:19])[C:2]([CH3:20])([CH3:1])[C:11](=[O:12])[NH:10]3)=[CH:5][CH:6]=2)[CH2:32][CH2:31]1. The yield is 0.300.